This data is from Catalyst prediction with 721,799 reactions and 888 catalyst types from USPTO. The task is: Predict which catalyst facilitates the given reaction. (1) Reactant: [CH2:1](Br)[C:2]1[CH:7]=[CH:6][CH:5]=[CH:4][CH:3]=1.[OH:9][CH2:10][CH2:11][CH2:12][CH2:13][CH2:14][CH2:15][CH2:16][CH2:17][CH2:18][CH2:19][CH2:20][C:21]([OH:23])=[O:22].C1CCN2C(=NCCC2)CC1.CCCCCC.C(OC(=O)C)C. Product: [CH2:1]([O:23][C:21](=[O:22])[CH2:20][CH2:19][CH2:18][CH2:17][CH2:16][CH2:15][CH2:14][CH2:13][CH2:12][CH2:11][CH2:10][OH:9])[C:2]1[CH:7]=[CH:6][CH:5]=[CH:4][CH:3]=1. The catalyst class is: 3. (2) Reactant: [N:1]1([C:13]([O:15][C:16]([CH3:19])([CH3:18])[CH3:17])=[O:14])[CH2:6][CH2:5][CH:4]([CH:7]2[CH2:12][CH2:11][NH:10][CH2:9][CH2:8]2)[CH2:3][CH2:2]1.C(=O)([O-])[O-].[Cs+].[Cs+].Br[C:27]1[CH:32]=[CH:31][N:30]=[C:29]([C:33]([F:36])([F:35])[F:34])[N:28]=1. Product: [F:34][C:33]([F:36])([F:35])[C:29]1[N:30]=[C:31]([N:10]2[CH2:11][CH2:12][CH:7]([CH:4]3[CH2:5][CH2:6][N:1]([C:13]([O:15][C:16]([CH3:19])([CH3:18])[CH3:17])=[O:14])[CH2:2][CH2:3]3)[CH2:8][CH2:9]2)[CH:32]=[CH:27][N:28]=1. The catalyst class is: 514. (3) The catalyst class is: 9. Reactant: [C:1]([C:3]1[CH:14]=[CH:13][C:6]([CH2:7][CH:8]([C:11]#[N:12])[C:9]#[N:10])=[CH:5][CH:4]=1)#[N:2].[H-].[Na+].Br[CH2:18][CH2:19][F:20]. Product: [C:1]([C:3]1[CH:14]=[CH:13][C:6]([CH2:7][C:8]([CH2:18][CH2:19][F:20])([C:11]#[N:12])[C:9]#[N:10])=[CH:5][CH:4]=1)#[N:2]. (4) Reactant: Cl.[NH2:2][OH:3].[OH:4][C:5]1[CH:12]=[CH:11][C:8]([C:9]#[N:10])=[CH:7][CH:6]=1. Product: [OH:4][C:5]1[CH:12]=[CH:11][C:8]([C:9]([NH:2][OH:3])=[NH:10])=[CH:7][CH:6]=1. The catalyst class is: 5. (5) Reactant: C1(P(C2C=CC=CC=2)C2C=CC=CC=2)C=CC=CC=1.N(C(OC(C)C)=O)=NC(OC(C)C)=O.[S:34]1[CH:38]=[CH:37][C:36]2[CH:39]=[C:40]([OH:43])[CH:41]=[CH:42][C:35]1=2.[C:44]([O:48][C:49](N1CCC[C@H]1CO)=[O:50])([CH3:47])([CH3:46])[CH3:45].[CH2:58]([N:60]([CH2:63][CH3:64])[CH2:61][CH3:62])C. Product: [S:34]1[CH:38]=[CH:37][C:36]2[CH:39]=[C:40]([O:43][CH2:58][N:60]3[CH2:63][CH2:64][CH2:62][CH:61]3[C:49]([O:48][C:44]([CH3:47])([CH3:46])[CH3:45])=[O:50])[CH:41]=[CH:42][C:35]1=2. The catalyst class is: 4. (6) Reactant: C[O:2][C:3]1[CH:29]=[CH:28][C:6]([O:7][C:8]2[CH:13]=[CH:12][C:11]([C:14](=[O:27])[CH2:15][CH2:16][C:17]([NH:19][CH2:20][C:21]3[CH:22]=[N:23][CH:24]=[CH:25][CH:26]=3)=[O:18])=[CH:10][CH:9]=2)=[CH:5][CH:4]=1.C(=O)=O.CC(C)=O.B(Br)(Br)Br. Product: [OH:2][C:3]1[CH:4]=[CH:5][C:6]([O:7][C:8]2[CH:9]=[CH:10][C:11]([C:14](=[O:27])[CH2:15][CH2:16][C:17]([NH:19][CH2:20][C:21]3[CH:22]=[N:23][CH:24]=[CH:25][CH:26]=3)=[O:18])=[CH:12][CH:13]=2)=[CH:28][CH:29]=1. The catalyst class is: 2.